This data is from CYP2C19 inhibition data for predicting drug metabolism from PubChem BioAssay. The task is: Regression/Classification. Given a drug SMILES string, predict its absorption, distribution, metabolism, or excretion properties. Task type varies by dataset: regression for continuous measurements (e.g., permeability, clearance, half-life) or binary classification for categorical outcomes (e.g., BBB penetration, CYP inhibition). Dataset: cyp2c19_veith. (1) The molecule is Cc1cccc(Oc2coc3cc(OC(=O)c4cccs4)ccc3c2=O)c1. The result is 1 (inhibitor). (2) The molecule is N#CC1(Nc2ccc(-c3ccc(NC4(C#N)CCCC4)cc3)cc2)CCCC1. The result is 0 (non-inhibitor). (3) The molecule is Oc1oc(-c2ccccc2)nc1C=Nc1ccccc1. The result is 1 (inhibitor). (4) The drug is CCN(c1nc(N)c(C(=O)N=C(N)N)nc1Cl)C(C)C. The result is 0 (non-inhibitor). (5) The compound is O=C(O)CCNc1ccccc1C(=O)O. The result is 0 (non-inhibitor). (6) The compound is C=C1c2cccc(O)c2C(O)=C2C(=O)[C@@]3(O)C(O)=C(C(N)=O)C(=O)[C@@H](N(C)C)[C@@H]3[C@@H](O)[C@H]12. The result is 0 (non-inhibitor). (7) The molecule is CCOC(=O)c1[nH]c(COC(=O)CCOc2ccccc2OC)c(C(=O)OCC)c1C. The result is 1 (inhibitor).